This data is from Peptide-MHC class I binding affinity with 185,985 pairs from IEDB/IMGT. The task is: Regression. Given a peptide amino acid sequence and an MHC pseudo amino acid sequence, predict their binding affinity value. This is MHC class I binding data. (1) The peptide sequence is LPPVVPPLI. The MHC is HLA-A23:01 with pseudo-sequence HLA-A23:01. The binding affinity (normalized) is 0.0847. (2) The peptide sequence is QQYAGWSAL. The MHC is HLA-C06:02 with pseudo-sequence HLA-C06:02. The binding affinity (normalized) is 0.0847. (3) The peptide sequence is GLIQYPTAW. The MHC is HLA-A02:01 with pseudo-sequence HLA-A02:01. The binding affinity (normalized) is 0.171. (4) The peptide sequence is NPVPVGNIY. The MHC is HLA-B58:01 with pseudo-sequence HLA-B58:01. The binding affinity (normalized) is 0.166.